Task: Predict which catalyst facilitates the given reaction.. Dataset: Catalyst prediction with 721,799 reactions and 888 catalyst types from USPTO Reactant: [BH4-].[Na+].[CH3:3][C:4]1([CH3:24])[CH2:13][C:12]2[C:7](=[CH:8][CH:9]=[CH:10][CH:11]=2)[C:6]([C:14]2[CH:15]=[N:16][C:17]3[C:22]([CH:23]=2)=[CH:21][CH:20]=[CH:19][CH:18]=3)=[N:5]1. Product: [CH3:3][C:4]1([CH3:24])[CH2:13][C:12]2[C:7](=[CH:8][CH:9]=[CH:10][CH:11]=2)[CH:6]([C:14]2[CH:15]=[N:16][C:17]3[C:22]([CH:23]=2)=[CH:21][CH:20]=[CH:19][CH:18]=3)[NH:5]1. The catalyst class is: 8.